From a dataset of Forward reaction prediction with 1.9M reactions from USPTO patents (1976-2016). Predict the product of the given reaction. (1) Given the reactants [CH3:1][N:2]1[CH:6]([C:7]([O:9]C)=[O:8])[CH2:5][N:4]([C:11]2[N:16]=[CH:15][CH:14]=[CH:13][N:12]=2)[C:3]1=[O:17].[OH-].[Li+].Cl, predict the reaction product. The product is: [CH3:1][N:2]1[CH:6]([C:7]([OH:9])=[O:8])[CH2:5][N:4]([C:11]2[N:12]=[CH:13][CH:14]=[CH:15][N:16]=2)[C:3]1=[O:17]. (2) Given the reactants [C:1]([OH:6])(=[O:5])[C@H:2]([CH3:4])[OH:3].[C:7]([OH:15])(=[O:14])[C:8]([CH2:10][C:11]([OH:13])=[O:12])=[CH2:9].OCC(CO)(CO)CO.[Sn+2].C(O)(=O)C(C)O, predict the reaction product. The product is: [C:1]([OH:6])(=[O:5])[CH:2]([CH3:4])[OH:3].[C:7]([OH:15])(=[O:14])[C:8]([CH2:10][C:11]([OH:13])=[O:12])=[CH2:9]. (3) Given the reactants [Cl:1][C:2]1[C:3]([O:11][CH2:12][CH:13]2[CH2:15][CH2:14]2)=[CH:4][C:5]([C:8]([OH:10])=O)=[N:6][CH:7]=1.[NH2:16][CH:17]([CH:21]([CH3:23])[CH3:22])[CH2:18][CH2:19][OH:20], predict the reaction product. The product is: [OH:20][CH2:19][CH2:18][CH:17]([NH:16][C:8]([C:5]1[CH:4]=[C:3]([O:11][CH2:12][CH:13]2[CH2:15][CH2:14]2)[C:2]([Cl:1])=[CH:7][N:6]=1)=[O:10])[CH:21]([CH3:23])[CH3:22].